From a dataset of Catalyst prediction with 721,799 reactions and 888 catalyst types from USPTO. Predict which catalyst facilitates the given reaction. (1) Reactant: [S:1]1[C:5]([CH:6]=O)=[CH:4][N:3]=[CH:2]1.[CH2:8]([NH2:10])[CH3:9]. Product: [CH2:8]([NH:10][CH2:6][C:5]1[S:1][CH:2]=[N:3][CH:4]=1)[CH3:9]. The catalyst class is: 1. (2) Reactant: [I:1][C:2]1[CH:7]=[CH:6][C:5]([CH3:8])=[CH:4][C:3]=1[N+:9]([O-])=O.[Cl-:12].[NH4+]. Product: [ClH:12].[I:1][C:2]1[CH:7]=[CH:6][C:5]([CH3:8])=[CH:4][C:3]=1[NH2:9]. The catalyst class is: 193. (3) Reactant: [NH2:1][C:2]1[N:7]=[C:6]([NH2:8])[C:5]([OH:9])=[C:4]([CH2:10][CH3:11])[N:3]=1.O.[OH-].[Li+].[F:15][C:16]1[CH:25]=[C:24]2[C:19]([C:20]([O:27][CH2:28][CH2:29][CH2:30]Br)=[CH:21][C:22]([CH3:26])=[N:23]2)=[CH:18][CH:17]=1. Product: [NH2:1][C:2]1[N:7]=[C:6]([NH2:8])[C:5]([O:9][CH2:30][CH2:29][CH2:28][O:27][C:20]2[C:19]3[C:24](=[CH:25][C:16]([F:15])=[CH:17][CH:18]=3)[N:23]=[C:22]([CH3:26])[CH:21]=2)=[C:4]([CH2:10][CH3:11])[N:3]=1. The catalyst class is: 3. (4) Reactant: C[O:2][C:3](=O)[C:4]1[CH:9]=[C:8]([NH2:10])[C:7]([CH3:11])=[CH:6][C:5]=1[Cl:12].[BH4-].[Li+].Cl.[OH-].[Na+]. Product: [NH2:10][C:8]1[C:7]([CH3:11])=[CH:6][C:5]([Cl:12])=[C:4]([CH2:3][OH:2])[CH:9]=1. The catalyst class is: 1. (5) Reactant: Br[C:2]1[CH2:6][CH2:5][CH2:4][C:3]=1[C:7]1[CH:8]=[C:9]([C:13]([NH:15][C:16]([CH3:19])([CH3:18])[CH3:17])=[O:14])[N:10]=[N:11][CH:12]=1.[Br:20][C:21]1[CH:22]=[CH:23][C:24]([O:30][CH3:31])=[C:25](B(O)O)[CH:26]=1.C(=O)([O-])[O-].[K+].[K+]. Product: [Br:20][C:21]1[CH:26]=[CH:25][C:24]([O:30][CH3:31])=[C:23]([C:2]2[CH2:6][CH2:5][CH2:4][C:3]=2[C:7]2[CH:8]=[C:9]([C:13]([NH:15][C:16]([CH3:19])([CH3:18])[CH3:17])=[O:14])[N:10]=[N:11][CH:12]=2)[CH:22]=1. The catalyst class is: 564. (6) Reactant: Br[C:2]1[CH:7]=[CH:6][N:5]2[N:8]=[CH:9][CH:10]=[C:4]2[CH:3]=1.C(O[Na])(C)(C)C.C1C=CC(P(C2C(C3C(P(C4C=CC=CC=4)C4C=CC=CC=4)=CC=C4C=3C=CC=C4)=C3C(C=CC=C3)=CC=2)C2C=CC=CC=2)=CC=1.[CH3:63][NH2:64].C1COCC1. Product: [CH3:63][NH:64][C:2]1[CH:7]=[CH:6][N:5]2[N:8]=[CH:9][CH:10]=[C:4]2[CH:3]=1. The catalyst class is: 882. (7) Reactant: [CH2:1]([NH:4][C:5]([NH:7][C:8](=[O:15])[C:9]1[CH:14]=[CH:13][CH:12]=[CH:11][CH:10]=1)=[S:6])[CH:2]=[CH2:3].Br[CH:17]([C:25]1[CH:30]=[CH:29][CH:28]=[CH:27][CH:26]=1)[CH2:18][C:19]1[CH:24]=[CH:23][CH:22]=[CH:21][CH:20]=1. Product: [CH2:1]([N:4]1[C:17]([C:25]2[CH:30]=[CH:29][CH:28]=[CH:27][CH:26]=2)=[C:18]([C:19]2[CH:24]=[CH:23][CH:22]=[CH:21][CH:20]=2)[S:6][C:5]1=[N:7][C:8](=[O:15])[C:9]1[CH:10]=[CH:11][CH:12]=[CH:13][CH:14]=1)[CH:2]=[CH2:3]. The catalyst class is: 11.